Dataset: NCI-60 drug combinations with 297,098 pairs across 59 cell lines. Task: Regression. Given two drug SMILES strings and cell line genomic features, predict the synergy score measuring deviation from expected non-interaction effect. (1) Drug 2: C1C(C(OC1N2C=C(C(=O)NC2=O)F)CO)O. Drug 1: CC12CCC3C(C1CCC2=O)CC(=C)C4=CC(=O)C=CC34C. Cell line: SNB-19. Synergy scores: CSS=59.9, Synergy_ZIP=-2.70, Synergy_Bliss=-3.20, Synergy_Loewe=0.325, Synergy_HSA=0.970. (2) Drug 1: C1CN1C2=NC(=NC(=N2)N3CC3)N4CC4. Drug 2: N.N.Cl[Pt+2]Cl. Cell line: ACHN. Synergy scores: CSS=71.7, Synergy_ZIP=3.13, Synergy_Bliss=4.30, Synergy_Loewe=0.887, Synergy_HSA=6.87. (3) Synergy scores: CSS=16.8, Synergy_ZIP=-0.563, Synergy_Bliss=-1.36, Synergy_Loewe=-0.422, Synergy_HSA=-0.300. Cell line: SF-268. Drug 1: C1=CN(C=N1)CC(O)(P(=O)(O)O)P(=O)(O)O. Drug 2: B(C(CC(C)C)NC(=O)C(CC1=CC=CC=C1)NC(=O)C2=NC=CN=C2)(O)O. (4) Drug 1: CN1CCC(CC1)COC2=C(C=C3C(=C2)N=CN=C3NC4=C(C=C(C=C4)Br)F)OC. Drug 2: C1CCC(C(C1)N)N.C(=O)(C(=O)[O-])[O-].[Pt+4]. Cell line: NCI-H522. Synergy scores: CSS=26.7, Synergy_ZIP=-6.30, Synergy_Bliss=2.12, Synergy_Loewe=3.78, Synergy_HSA=3.73. (5) Drug 1: C1=CC(=CC=C1CC(C(=O)O)N)N(CCCl)CCCl.Cl. Synergy scores: CSS=6.24, Synergy_ZIP=-6.78, Synergy_Bliss=-7.15, Synergy_Loewe=-9.47, Synergy_HSA=-8.30. Drug 2: C1CN1P(=S)(N2CC2)N3CC3. Cell line: T-47D.